From a dataset of Full USPTO retrosynthesis dataset with 1.9M reactions from patents (1976-2016). Predict the reactants needed to synthesize the given product. (1) Given the product [Br:1][CH2:2][CH2:3][N:15]1[C:16]2[C:12](=[CH:11][CH:10]=[C:9]([C:7]([O:6][CH3:5])=[O:8])[CH:17]=2)[CH2:13][CH2:14]1, predict the reactants needed to synthesize it. The reactants are: [Br:1][CH2:2][CH2:3]Br.[CH3:5][O:6][C:7]([C:9]1[CH:17]=[C:16]2[C:12]([CH2:13][CH2:14][NH:15]2)=[CH:11][CH:10]=1)=[O:8].C(N(CC)CC)C. (2) Given the product [CH3:16][N:19]1[CH2:21][C:22](=[O:23])[N:6]([CH3:5])[CH2:7][C:8]1=[O:10], predict the reactants needed to synthesize it. The reactants are: P([CH2:5][NH:6][CH2:7][C:8]([OH:10])=O)(O)(O)=O.CNC(=O)C.[C:16]([N:19]([CH2:21][C:22](O)=[O:23])C)(=O)C. (3) The reactants are: [CH3:1][C:2]1[CH:16]=[CH:15][C:5]2[N:6]=[C:7]([S:9][CH2:10][C:11]([O:13]C)=[O:12])[O:8][C:4]=2[CH:3]=1.[OH-].[Na+]. Given the product [CH3:1][C:2]1[CH:16]=[CH:15][C:5]2[N:6]=[C:7]([S:9][CH2:10][C:11]([OH:13])=[O:12])[O:8][C:4]=2[CH:3]=1, predict the reactants needed to synthesize it. (4) Given the product [OH:22][C:19]([CH:16]1[CH2:17][CH2:18][N:13]([CH2:12][C:10]2[CH:9]=[CH:8][C:6]3[N:7]=[C:2]([N:29]4[C:33]5[CH:34]=[CH:35][CH:36]=[CH:37][C:32]=5[N:31]=[C:30]4[CH2:38][C:39]#[N:40])[N:3]=[C:4]([N:23]4[CH2:28][CH2:27][O:26][CH2:25][CH2:24]4)[C:5]=3[N:11]=2)[CH2:14][CH2:15]1)([CH3:21])[CH3:20], predict the reactants needed to synthesize it. The reactants are: Cl[C:2]1[N:3]=[C:4]([N:23]2[CH2:28][CH2:27][O:26][CH2:25][CH2:24]2)[C:5]2[N:11]=[C:10]([CH2:12][N:13]3[CH2:18][CH2:17][CH:16]([C:19]([OH:22])([CH3:21])[CH3:20])[CH2:15][CH2:14]3)[CH:9]=[CH:8][C:6]=2[N:7]=1.[NH:29]1[C:33]2[CH:34]=[CH:35][CH:36]=[CH:37][C:32]=2[N:31]=[C:30]1[CH2:38][C:39]#[N:40].